From a dataset of Catalyst prediction with 721,799 reactions and 888 catalyst types from USPTO. Predict which catalyst facilitates the given reaction. (1) Reactant: [C:1]([C:5]1[CH:10]=[CH:9][C:8]([N:11]2[C@H:15]([C:16]3[CH:21]=[CH:20][C:19]([NH:22][C:23]([C@@H:25]4[CH2:29][CH2:28][CH2:27][N:26]4[C:30](=[O:40])[C@@H:31]([NH:35][C:36]([O:38][CH3:39])=[O:37])[CH:32]([CH3:34])[CH3:33])=[O:24])=[CH:18][CH:17]=3)[CH2:14][CH2:13][C@H:12]2[C:41]2[CH:46]=[CH:45][C:44]([NH:47][C:48]([C@@H:50]3[CH2:54][CH2:53][CH2:52][N:51]3[C:55](OC(C)(C)C)=[O:56])=[O:49])=[CH:43][CH:42]=2)=[CH:7][CH:6]=1)([CH3:4])([CH3:3])[CH3:2].[C:62](O)(C(F)(F)F)=[O:63].[C:69]([O:73][C:74]([N:76]1[CH2:80][CH2:79][CH2:78][C@H]1C(O)=O)=[O:75])(C)(C)C. Product: [C:1]([C:5]1[CH:10]=[CH:9][C:8]([N:11]2[C@H:15]([C:16]3[CH:17]=[CH:18][C:19]([NH:22][C:23]([C@@H:25]4[CH2:29][CH2:28][CH2:27][N:26]4[C:30](=[O:40])[C@@H:31]([NH:35][C:36]([O:38][CH3:39])=[O:37])[CH:32]([CH3:34])[CH3:33])=[O:24])=[CH:20][CH:21]=3)[CH2:14][CH2:13][C@H:12]2[C:41]2[CH:42]=[CH:43][C:44]([NH:47][C:48]([C@@H:50]3[CH2:54][CH2:53][CH2:52][N:51]3[C:55](=[O:56])[C@@H:80]([NH:76][C:74](=[O:75])[O:73][CH3:69])[C@H:79]([O:63][CH3:62])[CH3:78])=[O:49])=[CH:45][CH:46]=2)=[CH:7][CH:6]=1)([CH3:2])([CH3:3])[CH3:4]. The catalyst class is: 2. (2) Reactant: [O:1]([C:8]1[C:9]([CH2:14][O:15]C(=O)C)=[N:10][CH:11]=[CH:12][CH:13]=1)[C:2]1[CH:7]=[CH:6][CH:5]=[CH:4][CH:3]=1.C([O-])([O-])=O.[K+].[K+]. Product: [O:1]([C:8]1[C:9]([CH2:14][OH:15])=[N:10][CH:11]=[CH:12][CH:13]=1)[C:2]1[CH:3]=[CH:4][CH:5]=[CH:6][CH:7]=1. The catalyst class is: 5. (3) Reactant: I.[Cl:2][C:3]1[CH:4]=[C:5]([CH2:10][C:11](SC)=[NH:12])[CH:6]=[CH:7][C:8]=1[Cl:9].[O:15]=[C:16]1[CH2:25][CH2:24][C:23]2[C:18](=[CH:19][CH:20]=[C:21]([O:26][CH2:27][C:28]([NH:30][NH2:31])=O)[CH:22]=2)[NH:17]1.O. Product: [Cl:2][C:3]1[CH:4]=[C:5]([CH:6]=[CH:7][C:8]=1[Cl:9])[CH2:10][C:11]1[NH:12][C:28]([CH2:27][O:26][C:21]2[CH:22]=[C:23]3[C:18](=[CH:19][CH:20]=2)[NH:17][C:16](=[O:15])[CH2:25][CH2:24]3)=[N:30][N:31]=1. The catalyst class is: 16. (4) Reactant: [H-].[Na+].[Cl:3][C:4]1[CH:8]=[CH:7][NH:6][C:5]=1[C:9]([O:11][CH3:12])=[O:10].[N+:13](C1C=C([N+]([O-])=O)C=CC=1ON)([O-])=O. Product: [NH2:13][N:6]1[CH:7]=[CH:8][C:4]([Cl:3])=[C:5]1[C:9]([O:11][CH3:12])=[O:10]. The catalyst class is: 3.